This data is from Reaction yield outcomes from USPTO patents with 853,638 reactions. The task is: Predict the reaction yield, written as a fraction of the theoretical maximum amount of product (1.0 means a 100% yield; for example, 0.34 means a 34% yield). (1) The reactants are Br[C:2]1[CH:3]=[C:4]([F:9])[C:5]([Cl:8])=[N:6][CH:7]=1.C([Li])CCC.B(OC)(OC)[O:16]C.[OH-].[Na+].OO.S([O-])([O-])(=O)=S.[Na+].[Na+].Cl. The catalyst is C1(C)C=CC=CC=1. The product is [Cl:8][C:5]1[N:6]=[CH:7][C:2]([OH:16])=[CH:3][C:4]=1[F:9]. The yield is 0.900. (2) The reactants are N([O-])=O.[Na+].[N+:5]([C:8]1[CH:17]=[CH:16][CH:15]=[C:14]2[C:9]=1[CH:10]=[CH:11][CH:12]=[C:13]2N)([O-:7])=[O:6].[F:19][P-](F)(F)(F)(F)F.[H+]. The catalyst is O. The product is [F:19][C:13]1[C:14]2[C:9](=[C:8]([N+:5]([O-:7])=[O:6])[CH:17]=[CH:16][CH:15]=2)[CH:10]=[CH:11][CH:12]=1. The yield is 0.370.